Dataset: Full USPTO retrosynthesis dataset with 1.9M reactions from patents (1976-2016). Task: Predict the reactants needed to synthesize the given product. (1) Given the product [N:3]1([C:28]([CH:25]2[CH2:26][CH2:27][C:20]3([CH2:19][CH2:18][N:17]([C:15]([O:14][C:10]([CH3:11])([CH3:12])[CH3:13])=[O:16])[CH2:22][CH2:21]3)[CH2:23][CH2:24]2)=[O:30])[CH2:4][CH2:6][CH2:9][CH2:7]1, predict the reactants needed to synthesize it. The reactants are: C([N:3]([CH:7]([CH3:9])C)[CH:4]([CH3:6])C)C.[C:10]([O:14][C:15]([N:17]1[CH2:22][CH2:21][C:20]2([CH2:27][CH2:26][CH:25]([C:28]([OH:30])=O)[CH2:24][CH2:23]2)[CH2:19][CH2:18]1)=[O:16])([CH3:13])([CH3:12])[CH3:11].O.ON1C2C=CC=CC=2N=N1. (2) Given the product [Cl:4][C:5]1[C:6]([C:11]2[CH:16]=[C:15]([CH:14]=[C:13]([C:20]3[NH:28][C:23]4=[N:24][CH:25]=[CH:26][CH:27]=[C:22]4[N:21]=3)[CH:12]=2)[NH2:17])=[N:7][CH:8]=[CH:9][CH:10]=1, predict the reactants needed to synthesize it. The reactants are: Cl[Sn]Cl.[Cl:4][C:5]1[C:6]([C:11]2[CH:12]=[C:13]([C:20]3[NH:28][C:23]4=[N:24][CH:25]=[CH:26][CH:27]=[C:22]4[N:21]=3)[CH:14]=[C:15]([N+:17]([O-])=O)[CH:16]=2)=[N:7][CH:8]=[CH:9][CH:10]=1.C([O-])(O)=O.[Na+]. (3) The reactants are: [Cl:1][C:2]1[C:7]([CH2:8][C:9](O)=[O:10])=[C:6]([N:12]([CH3:14])[CH3:13])[N:5]=[C:4]([CH2:15][C:16]2[CH:21]=[CH:20][C:19]([NH:22][C:23]([C:25]3[CH:34]=[CH:33][C:32]4[C:27](=[CH:28][CH:29]=[CH:30][CH:31]=4)[CH:26]=3)=[O:24])=[CH:18][CH:17]=2)[N:3]=1.C(N1C=CN=C1)([N:37]1C=CN=C1)=O.N. Given the product [NH2:37][C:9](=[O:10])[CH2:8][C:7]1[C:2]([Cl:1])=[N:3][C:4]([CH2:15][C:16]2[CH:21]=[CH:20][C:19]([NH:22][C:23]([C:25]3[CH:34]=[CH:33][C:32]4[C:27](=[CH:28][CH:29]=[CH:30][CH:31]=4)[CH:26]=3)=[O:24])=[CH:18][CH:17]=2)=[N:5][C:6]=1[N:12]([CH3:14])[CH3:13], predict the reactants needed to synthesize it. (4) Given the product [CH3:1][O:2][C:3]([C:5]1[C:9]([NH2:10])=[CH:8][NH:7][N:6]=1)=[O:4], predict the reactants needed to synthesize it. The reactants are: [CH3:1][O:2][C:3]([C:5]1[C:9]([N+:10]([O-])=O)=[CH:8][NH:7][N:6]=1)=[O:4].C([O-])=O.[NH4+]. (5) Given the product [CH:25]1([C@H:23]([NH:22][C:8]2[N:7]=[C:6]([C:29]#[N:30])[N:5]=[C:4]3[C:9]=2[N:10]([CH2:11][C:12]2[CH:13]=[CH:14][C:15]([C:18]([F:19])([F:21])[F:20])=[CH:16][CH:17]=2)[C:2]([C:46]2[CH2:47][CH2:48][CH2:49][CH2:50][C:45]=2[C:40]2[CH:39]=[CH:44][CH:43]=[CH:42][CH:41]=2)=[N:3]3)[CH3:24])[CH2:28][CH2:27][CH2:26]1, predict the reactants needed to synthesize it. The reactants are: Br[C:2]1[N:10]([CH2:11][C:12]2[CH:17]=[CH:16][C:15]([C:18]([F:21])([F:20])[F:19])=[CH:14][CH:13]=2)[C:9]2[C:4](=[N:5][C:6]([C:29]#[N:30])=[N:7][C:8]=2[NH:22][C@@H:23]([CH:25]2[CH2:28][CH2:27][CH2:26]2)[CH3:24])[N:3]=1.CC1(C)C(C)(C)OB([C:39]2[CH2:44][CH2:43][CH2:42][CH2:41][C:40]=2[C:45]2[CH:50]=[CH:49][CH:48]=[CH:47][CH:46]=2)O1.C([O-])([O-])=O.[Na+].[Na+]. (6) The reactants are: [C:1](Cl)(=[O:6])[CH2:2][C:3](Cl)=[O:4].[CH2:8]([NH:12][C:13]([NH:15][CH2:16][C:17]1[CH:22]=[CH:21][CH:20]=[CH:19][CH:18]=1)=[O:14])[CH2:9][CH2:10][CH3:11]. Given the product [CH2:8]([N:12]1[C:3](=[O:4])[CH2:2][C:1](=[O:6])[N:15]([CH2:16][C:17]2[CH:18]=[CH:19][CH:20]=[CH:21][CH:22]=2)[C:13]1=[O:14])[CH2:9][CH2:10][CH3:11], predict the reactants needed to synthesize it. (7) Given the product [F:25][C:2]([F:1])([F:26])[C:3]([NH:5][C@H:6]1[CH:12]([CH:13]=[O:14])[CH2:11][CH2:10][N:9]([C:16]2[N:17]([CH3:24])[N:18]=[CH:19][C:20]=2[N+:21]([O-:23])=[O:22])[CH2:8][CH2:7]1)=[O:4], predict the reactants needed to synthesize it. The reactants are: [F:1][C:2]([F:26])([F:25])[C:3]([NH:5][C@H:6]1[C:12](=[CH:13][O:14]C)[CH2:11][CH2:10][N:9]([C:16]2[N:17]([CH3:24])[N:18]=[CH:19][C:20]=2[N+:21]([O-:23])=[O:22])[CH2:8][CH2:7]1)=[O:4].ClC(Cl)(Cl)C(O)=O. (8) Given the product [CH2:1]([C:3]1[CH:4]=[C:5]([CH:8]=[CH:9][C:10]=1[OH:11])[C:6]#[N:7])[CH3:2], predict the reactants needed to synthesize it. The reactants are: [CH2:1]([C:3]1[CH:4]=[C:5]([CH:8]=[CH:9][C:10]=1[O:11]CC1C=CC=CC=1)[C:6]#[N:7])[CH3:2]. (9) Given the product [CH:13]([S:15][CH2:6][C:5]1[CH:8]=[CH:9][CH:10]=[CH:11][C:4]=1[N+:1]([O-:3])=[O:2])([CH3:14])[CH3:12], predict the reactants needed to synthesize it. The reactants are: [N+:1]([C:4]1[CH:11]=[CH:10][CH:9]=[CH:8][C:5]=1[CH2:6]Cl)([O-:3])=[O:2].[CH3:12][CH:13]([S-:15])[CH3:14].[Na+]. (10) Given the product [NH:17]=[C:16]([NH:36][C:24](=[O:26])[O:23][C:20]([CH3:22])([CH3:21])[CH3:19])[C:12]1[S:11][CH:15]=[CH:14][CH:13]=1, predict the reactants needed to synthesize it. The reactants are: [Li+].C[Si]([N-][Si](C)(C)C)(C)C.[S:11]1[CH:15]=[CH:14][CH:13]=[C:12]1[C:16]#[N:17].Cl.[CH3:19][C:20]([O:23][C:24]([O:26]C(OC(C)(C)C)=O)=O)([CH3:22])[CH3:21].CC[N:36](C(C)C)C(C)C.